This data is from Full USPTO retrosynthesis dataset with 1.9M reactions from patents (1976-2016). The task is: Predict the reactants needed to synthesize the given product. (1) The reactants are: [CH3:1][O-:2].[Na+].[Cl:4][C:5]1[CH:6]=[C:7](F)[C:8]([O:11][CH:12]2[CH2:17][CH2:16][N:15]([S:18]([C:21]3[C:22]([CH3:28])=[N:23][N:24]([CH3:27])[C:25]=3[CH3:26])(=[O:20])=[O:19])[CH2:14][CH2:13]2)=[N:9][CH:10]=1. Given the product [Cl:4][C:5]1[CH:6]=[C:7]([O:2][CH3:1])[C:8]([O:11][CH:12]2[CH2:17][CH2:16][N:15]([S:18]([C:21]3[C:22]([CH3:28])=[N:23][N:24]([CH3:27])[C:25]=3[CH3:26])(=[O:20])=[O:19])[CH2:14][CH2:13]2)=[N:9][CH:10]=1, predict the reactants needed to synthesize it. (2) Given the product [CH:31]1([C:34]([CH:1]2[C:13]3[C:14]4[N:5]([CH2:6][CH:7]([C:15]([O:17][C:18]([CH3:21])([CH3:20])[CH3:19])=[O:16])[NH:8][C:9]=4[CH:10]=[CH:11][CH:12]=3)[CH2:4][CH2:3][NH:2]2)=[O:35])[CH2:33][CH2:32]1, predict the reactants needed to synthesize it. The reactants are: [CH2:1]1[C:13]2[C:14]3[N:5]([CH2:6][CH:7]([C:15]([O:17][C:18]([CH3:21])([CH3:20])[CH3:19])=[O:16])[NH:8][C:9]=3[CH:10]=[CH:11][CH:12]=2)[CH2:4][CH2:3][NH:2]1.C(N(CC)C(C)C)(C)C.[CH:31]1([C:34](Cl)=[O:35])[CH2:33][CH2:32]1.C(O)(=O)CC(CC(O)=O)(C(O)=O)O.